Dataset: Full USPTO retrosynthesis dataset with 1.9M reactions from patents (1976-2016). Task: Predict the reactants needed to synthesize the given product. (1) Given the product [Br:39][CH2:40][CH2:41][CH2:42][N:11]1[C:12]2[CH:17]=[CH:16][CH:15]=[CH:14][C:13]=2[N:9]([C:3]2[CH:4]=[CH:5][C:6]([F:8])=[CH:7][C:2]=2[Cl:1])[S:10]1(=[O:18])=[O:19], predict the reactants needed to synthesize it. The reactants are: [Cl:1][C:2]1[CH:7]=[C:6]([F:8])[CH:5]=[CH:4][C:3]=1[N:9]1[C:13]2[CH:14]=[CH:15][CH:16]=[CH:17][C:12]=2[NH:11][S:10]1(=[O:19])=[O:18].C1(P(C2C=CC=CC=2)C2C=CC=CC=2)C=CC=CC=1.[Br:39][CH2:40][CH2:41][CH2:42]O.CC(OC(/N=N/C(OC(C)C)=O)=O)C. (2) The reactants are: [CH3:1][O:2][C:3]1[C:4]([OH:21])=[CH:5][C:6]([OH:20])=[C:7]2[C:12](=[O:13])[CH:11]=[C:10]([C:14]3[CH:15]=[CH:16][CH:17]=[CH:18][CH:19]=3)[O:9][C:8]=12.[CH2:22]=O.[NH:24]1[CH2:29][CH2:28][NH:27][CH2:26][CH2:25]1. Given the product [OH:20][C:6]1[C:5]([CH2:22][N:24]2[CH2:29][CH2:28][NH:27][CH2:26][CH2:25]2)=[C:4]([OH:21])[C:3]([O:2][CH3:1])=[C:8]2[C:7]=1[C:12](=[O:13])[CH:11]=[C:10]([C:14]1[CH:19]=[CH:18][CH:17]=[CH:16][CH:15]=1)[O:9]2, predict the reactants needed to synthesize it.